Dataset: Reaction yield outcomes from USPTO patents with 853,638 reactions. Task: Predict the reaction yield, written as a fraction of the theoretical maximum amount of product (1.0 means a 100% yield; for example, 0.34 means a 34% yield). (1) The yield is 0.140. The product is [CH3:40][C:41]([CH3:64])([CH3:63])[C@H:42]([N:46]1[CH2:50][CH2:49][N:48]([CH2:51][C:52]2[N:56]([CH3:57])[C:55]3[CH:58]=[CH:59][CH:60]=[CH:61][C:54]=3[N:53]=2)[C:47]1=[O:62])[C:43]([NH:1][C@@H:2]([CH2:33][C:34]1[CH:35]=[CH:36][CH:37]=[CH:38][CH:39]=1)[C@@H:3]([OH:32])[CH2:4][C@@H:5]([NH:19][C:20]([C@@H:22]([NH:27][C:28](=[O:31])[O:29][CH3:30])[C:23]([CH3:26])([CH3:25])[CH3:24])=[O:21])[CH2:6][C:7]1[CH:12]=[CH:11][C:10]([C:13]2[CH:18]=[CH:17][CH:16]=[CH:15][N:14]=2)=[CH:9][CH:8]=1)=[O:44]. The catalyst is C1COCC1. The reactants are [NH2:1][C@@H:2]([CH2:33][C:34]1[CH:39]=[CH:38][CH:37]=[CH:36][CH:35]=1)[C@@H:3]([OH:32])[CH2:4][C@@H:5]([NH:19][C:20]([C@@H:22]([NH:27][C:28](=[O:31])[O:29][CH3:30])[C:23]([CH3:26])([CH3:25])[CH3:24])=[O:21])[CH2:6][C:7]1[CH:12]=[CH:11][C:10]([C:13]2[CH:18]=[CH:17][CH:16]=[CH:15][N:14]=2)=[CH:9][CH:8]=1.[CH3:40][C:41]([CH3:64])([CH3:63])[C@H:42]([N:46]1[CH2:50][CH2:49][N:48]([CH2:51][C:52]2[N:56]([CH3:57])[C:55]3[CH:58]=[CH:59][CH:60]=[CH:61][C:54]=3[N:53]=2)[C:47]1=[O:62])[C:43](O)=[O:44].CCOP(ON1N=NC2C=CC=CC=2C1=O)(OCC)=O.C(N(CC)C(C)C)(C)C. (2) The reactants are [F:1][C:2]([F:30])([F:29])[C:3]1[CH:4]=[C:5]([C:9]2[NH:13][C:12]3[CH:14]=[CH:15][CH:16]=[C:17]([NH:18]C(=O)OCC4C=CC=CC=4)[C:11]=3[N:10]=2)[CH:6]=[CH:7][CH:8]=1. The catalyst is CO.[Pd]. The product is [F:30][C:2]([F:1])([F:29])[C:3]1[CH:4]=[C:5]([C:9]2[NH:13][C:12]3[CH:14]=[CH:15][CH:16]=[C:17]([NH2:18])[C:11]=3[N:10]=2)[CH:6]=[CH:7][CH:8]=1. The yield is 0.930. (3) The reactants are [C:1]([C:5]1[CH:6]=[C:7]([NH:11][C:12]([CH:14]2[CH2:23][CH2:22][C:21]3[C:16](=[CH:17][C:18]([O:24][C:25]4[CH:30]=[CH:29][N:28]=[C:27]([N:31]=[C:32]=[O:33])[CH:26]=4)=[CH:19][CH:20]=3)[CH2:15]2)=[O:13])[CH:8]=[CH:9][CH:10]=1)([CH3:4])([CH3:3])[CH3:2].[CH3:34][C:35]1([CH3:42])[O:39][C@@H:38]([CH2:40][OH:41])[CH2:37][O:36]1.N1C=CC=CC=1. The catalyst is C1COCC1.CCOC(C)=O.CC1(C)O[C@@H](CO)CO1. The product is [C:1]([C:5]1[CH:6]=[C:7]([NH:11][C:12]([CH:14]2[CH2:15][C:16]3[CH:17]=[C:18]([O:24][C:25]4[CH:30]=[CH:29][N:28]=[C:27]([NH:31][C:32](=[O:33])[O:41][CH2:40][C@H:38]5[CH2:37][O:36][C:35]([CH3:42])([CH3:34])[O:39]5)[CH:26]=4)[CH:19]=[CH:20][C:21]=3[CH2:22][CH2:23]2)=[O:13])[CH:8]=[CH:9][CH:10]=1)([CH3:4])([CH3:2])[CH3:3]. The yield is 0.890.